This data is from Forward reaction prediction with 1.9M reactions from USPTO patents (1976-2016). The task is: Predict the product of the given reaction. (1) The product is: [Cl:1][C:2]1[CH:3]=[CH:4][C:5]([C:8]2[N:9]=[C:10]([CH3:14])[N:11]([CH2:17][CH2:16][CH:15]=[O:18])[C:12]=2[CH3:13])=[CH:6][CH:7]=1. Given the reactants [Cl:1][C:2]1[CH:7]=[CH:6][C:5]([C:8]2[N:9]=[C:10]([CH3:14])[NH:11][C:12]=2[CH3:13])=[CH:4][CH:3]=1.[CH:15](=[O:18])[CH:16]=[CH2:17], predict the reaction product. (2) Given the reactants [Cl:1][C:2]1[CH:3]=[C:4]([CH2:13][CH2:14][C:15]2([CH:23]3[CH2:27][CH2:26][CH2:25][CH2:24]3)[O:20][C:19](=[O:21])[CH2:18][C:17](=[O:22])[CH2:16]2)[CH:5]=[CH:6][C:7]=1[O:8][CH2:9][CH:10]1[CH2:12][CH2:11]1.ClC1C=C(CCC2(C3CCCC3)OC(=O)CC(=O)C2)C=CC=1OC(C)C.[CH3:54][N:55]1[C:59]2[CH:60]=[CH:61][CH:62]=[CH:63][C:58]=2[N:57]=[C:56]1[CH:64]=O.CC1C=C(C)N2N=C(C=O)N=C2N=1, predict the reaction product. The product is: [Cl:1][C:2]1[CH:3]=[C:4]([CH2:13][CH2:14][C:15]2([CH:23]3[CH2:27][CH2:26][CH2:25][CH2:24]3)[O:20][C:19](=[O:21])[C:18]([CH2:64][C:56]3[N:55]([CH3:54])[C:59]4[CH:60]=[CH:61][CH:62]=[CH:63][C:58]=4[N:57]=3)=[C:17]([OH:22])[CH2:16]2)[CH:5]=[CH:6][C:7]=1[O:8][CH2:9][CH:10]1[CH2:12][CH2:11]1. (3) Given the reactants Br[C:2]1[C:3](=[O:32])[N:4]([CH2:24][CH2:25][CH:26]2[CH2:31][CH2:30][CH2:29][CH2:28][CH2:27]2)[C:5]([C:9]2[CH:14]=[CH:13][CH:12]=[C:11]([F:15])[C:10]=2[O:16]CC2C=CC=CC=2)=[N:6][C:7]=1[CH3:8].[CH3:33][C:34]1[S:38][C:37](B(O)O)=[CH:36][CH:35]=1.C(=O)([O-])[O-].[Na+].[Na+], predict the reaction product. The product is: [CH:26]1([CH2:25][CH2:24][N:4]2[C:3](=[O:32])[C:2]([C:37]3[S:38][C:34]([CH3:33])=[CH:35][CH:36]=3)=[C:7]([CH3:8])[N:6]=[C:5]2[C:9]2[CH:14]=[CH:13][CH:12]=[C:11]([F:15])[C:10]=2[OH:16])[CH2:31][CH2:30][CH2:29][CH2:28][CH2:27]1. (4) Given the reactants Cl[C:2]1[C:11]([CH:12]=[O:13])=[CH:10][C:9]2[C:4](=[CH:5][CH:6]=[C:7](OC)[CH:8]=2)[N:3]=1.[CH3:16][NH:17][CH3:18].O1CCOC[CH2:20]1, predict the reaction product. The product is: [CH3:16][N:17]([CH3:18])[C:2]1[C:11]([CH:12]=[O:13])=[CH:10][C:9]2[C:4](=[CH:5][CH:6]=[C:7]([CH3:20])[CH:8]=2)[N:3]=1. (5) Given the reactants C(OC(=O)[NH:7][C@@H:8]1[C@H:13]([OH:14])[CH2:12][CH2:11][N:10]([C:15]([C:17]2[CH:39]=[C:38]([O:40][CH3:41])[C:20]3[N:21]([CH3:37])[C:22]([C:24]4[N:32]([CH2:33][CH:34]5[CH2:36][CH2:35]5)[C:27]5=[N:28][CH:29]=[CH:30][CH:31]=[C:26]5[CH:25]=4)=[N:23][C:19]=3[CH:18]=2)=[O:16])[CH2:9]1)(C)(C)C.C(O)(C(F)(F)F)=O.[Cl:50]CCl, predict the reaction product. The product is: [ClH:50].[NH2:7][C@@H:8]1[C@H:13]([OH:14])[CH2:12][CH2:11][N:10]([C:15]([C:17]2[CH:39]=[C:38]([O:40][CH3:41])[C:20]3[N:21]([CH3:37])[C:22]([C:24]4[N:32]([CH2:33][CH:34]5[CH2:36][CH2:35]5)[C:27]5=[N:28][CH:29]=[CH:30][CH:31]=[C:26]5[CH:25]=4)=[N:23][C:19]=3[CH:18]=2)=[O:16])[CH2:9]1.[NH2:7][C@@H:8]1[C@H:13]([OH:14])[CH2:12][CH2:11][N:10]([C:15]([C:17]2[CH:39]=[C:38]([O:40][CH3:41])[C:20]3[N:21]([CH3:37])[C:22]([C:24]4[N:32]([CH2:33][CH:34]5[CH2:36][CH2:35]5)[C:27]5=[N:28][CH:29]=[CH:30][CH:31]=[C:26]5[CH:25]=4)=[N:23][C:19]=3[CH:18]=2)=[O:16])[CH2:9]1. (6) Given the reactants [CH3:1][C@H:2]([NH:11][CH3:12])[C@@H:3]([OH:10])[C:4]1[CH:5]=[CH:6][CH:7]=[CH:8][CH:9]=1.Cl, predict the reaction product. The product is: [CH3:1][C@H:2]([NH:11][CH3:12])[C@@H:3]([OH:10])[C:4]1[CH:5]=[CH:6][CH:7]=[CH:8][CH:9]=1.